This data is from Reaction yield outcomes from USPTO patents with 853,638 reactions. The task is: Predict the reaction yield, written as a fraction of the theoretical maximum amount of product (1.0 means a 100% yield; for example, 0.34 means a 34% yield). (1) The reactants are [Br:1][C:2]1[CH:6]=[N:5][NH:4][C:3]=1CO.[Si:9](Cl)([C:12]([CH3:15])([CH3:14])[CH3:13])(C)C.N1C=CN=[CH:18]1.C([O:24][CH2:25][CH3:26])C. The catalyst is CN(C)C=O. The product is [Br:1][C:2]1[CH:3]=[N:4][NH:5][C:6]=1[C:25]([CH3:26])([CH3:18])[O:24][SiH2:9][C:12]([CH3:15])([CH3:14])[CH3:13]. The yield is 0.980. (2) The reactants are [C:1]([N:4]1[C@@H:10]([CH3:11])[C@H:9]([NH:12][C:13](=[O:25])[C@@H:14]([N:16](C)[C:17](=O)OC(C)(C)C)[CH3:15])[C:8](=[O:26])[N:7]([CH2:27][C:28]2[C:37]3[C:32](=[CH:33][CH:34]=[CH:35][CH:36]=3)[CH:31]=[CH:30][C:29]=2[CH3:38])[C:6]2[CH:39]=[CH:40][CH:41]=[CH:42][C:5]1=2)(=[O:3])[CH3:2].[ClH:43]. The catalyst is O1CCOCC1.CCOCC. The product is [ClH:43].[C:1]([N:4]1[C@@H:10]([CH3:11])[C@H:9]([NH:12][C:13](=[O:25])[C@@H:14]([NH:16][CH3:17])[CH3:15])[C:8](=[O:26])[N:7]([CH2:27][C:28]2[C:37]3[C:32](=[CH:33][CH:34]=[CH:35][CH:36]=3)[CH:31]=[CH:30][C:29]=2[CH3:38])[C:6]2[CH:39]=[CH:40][CH:41]=[CH:42][C:5]1=2)(=[O:3])[CH3:2]. The yield is 0.840. (3) The reactants are C[N+](C)(C)C1C=CC=CC=1.[C:11]([C:14]1[CH:15]=[CH:16][C:17]([C:20]([NH:22][CH2:23][CH2:24][C:25]([F:28])([F:27])[F:26])=[O:21])=[N:18][CH:19]=1)(=O)[CH3:12].CO.[C:31]([NH2:34])(=[S:33])[CH3:32]. The catalyst is ClCCCl.CCO. The product is [CH3:32][C:31]1[S:33][CH:12]=[C:11]([C:14]2[CH:15]=[CH:16][C:17]([C:20]([NH:22][CH2:23][CH2:24][C:25]([F:28])([F:27])[F:26])=[O:21])=[N:18][CH:19]=2)[N:34]=1. The yield is 0.450. (4) The reactants are [CH:1]([C:3]1[CH:11]=[C:7]([C:8]([OH:10])=[O:9])[C:6]([OH:12])=[CH:5][CH:4]=1)=O.[C:13](#[N:17])[CH2:14][C:15]#[N:16].C(N)C1C=CC=CC=1. The yield is 0.327. The product is [C:15]([C:14]([C:13]#[N:17])=[CH:1][C:3]1[CH:4]=[CH:5][C:6]([OH:12])=[C:7]([CH:11]=1)[C:8]([OH:10])=[O:9])#[N:16]. The catalyst is C(O)C. (5) The reactants are Br[C:2]1[CH:7]=[CH:6][C:5]([CH2:8][CH2:9][CH2:10][N:11]2[C:19](=[O:20])[C:18]3[C:13](=[CH:14][CH:15]=[CH:16][CH:17]=3)[C:12]2=[O:21])=[CH:4][CH:3]=1.[CH3:22][C:23]1([CH3:39])[C:27]([CH3:29])([CH3:28])[O:26][B:25]([B:25]2[O:26][C:27]([CH3:29])([CH3:28])[C:23]([CH3:39])([CH3:22])[O:24]2)[O:24]1.C([O-])(=O)C.[K+2].C([O-])(=O)C. The catalyst is C1C=CC(P(C2C=CC=CC=2)[C-]2C=CC=C2)=CC=1.C1C=CC(P(C2C=CC=CC=2)[C-]2C=CC=C2)=CC=1.Cl[Pd]Cl.[Fe+2].C1(P(C2C=CC=CC=2)[C-]2C=CC=C2)C=CC=CC=1.[C-]1(P(C2C=CC=CC=2)C2C=CC=CC=2)C=CC=C1.[Fe+2].O1CCOCC1. The product is [CH3:22][C:23]1([CH3:39])[C:27]([CH3:29])([CH3:28])[O:26][B:25]([C:2]2[CH:7]=[CH:6][C:5]([CH2:8][CH2:9][CH2:10][N:11]3[C:19](=[O:20])[C:18]4[C:13](=[CH:14][CH:15]=[CH:16][CH:17]=4)[C:12]3=[O:21])=[CH:4][CH:3]=2)[O:24]1. The yield is 1.01. (6) The reactants are [O:1]1[CH2:6][CH2:5][CH2:4][CH2:3][CH:2]1[O:7][CH2:8][C:9]#[C:10][C:11]1[CH:12]=[C:13]2[C:17](=[CH:18][CH:19]=1)[C:16](=[O:20])[O:15][CH2:14]2.[H][H]. The catalyst is [Pd].CO. The product is [O:1]1[CH2:6][CH2:5][CH2:4][CH2:3][CH:2]1[O:7][CH2:8][CH2:9][CH2:10][C:11]1[CH:12]=[C:13]2[C:17](=[CH:18][CH:19]=1)[C:16](=[O:20])[O:15][CH2:14]2. The yield is 0.990.